This data is from Full USPTO retrosynthesis dataset with 1.9M reactions from patents (1976-2016). The task is: Predict the reactants needed to synthesize the given product. (1) Given the product [CH3:19][O:20][C:21]1[CH:22]=[C:23]([C:2]2[CH:3]=[C:4]([C:8]3([CH3:18])[CH2:13][N:12]4[CH:14]=[CH:15][N:16]=[C:11]4[C:10]([NH2:17])=[N:9]3)[CH:5]=[CH:6][CH:7]=2)[CH:24]=[N:25][CH:26]=1, predict the reactants needed to synthesize it. The reactants are: Br[C:2]1[CH:3]=[C:4]([C:8]2([CH3:18])[CH2:13][N:12]3[CH:14]=[CH:15][N:16]=[C:11]3[C:10]([NH2:17])=[N:9]2)[CH:5]=[CH:6][CH:7]=1.[CH3:19][O:20][C:21]1[CH:22]=[C:23](B(O)O)[CH:24]=[N:25][CH:26]=1.C(=O)([O-])[O-].[K+].[K+]. (2) Given the product [CH:3]1([C:6]2[CH:7]=[CH:8][C:9]([C:13]([O:15][CH2:16][CH3:17])=[O:14])=[N:10][C:11]=2[O:12][CH3:1])[CH2:4][CH2:5]1, predict the reactants needed to synthesize it. The reactants are: [CH3:1]I.[CH:3]1([C:6]2[CH:7]=[CH:8][C:9]([C:13]([O:15][CH2:16][CH3:17])=[O:14])=[N:10][C:11]=2[OH:12])[CH2:5][CH2:4]1. (3) Given the product [C:4]([C:3]1[CH:6]=[C:7]([CH:8]=[CH:9][C:2]=1[F:1])[CH2:10][O:11][N:12]=[C:13]1[CH2:14][CH2:15][N:16]([S:27]([C:30]2[CH:31]=[CH:32][C:33]3[N:37]=[C:36]([NH:38][C:39](=[O:42])[O:40][CH3:41])[NH:35][C:34]=3[CH:43]=2)(=[O:28])=[O:29])[CH2:17][CH2:18]1)#[N:5], predict the reactants needed to synthesize it. The reactants are: [F:1][C:2]1[CH:9]=[CH:8][C:7]([CH2:10][O:11][N:12]=[C:13]2[CH2:18][CH2:17][NH:16][CH2:15][CH2:14]2)=[CH:6][C:3]=1[C:4]#[N:5].C(N(CC)CC)C.Cl[S:27]([C:30]1[CH:31]=[CH:32][C:33]2[N:37]=[C:36]([NH:38][C:39](=[O:42])[O:40][CH3:41])[NH:35][C:34]=2[CH:43]=1)(=[O:29])=[O:28].